This data is from Reaction yield outcomes from USPTO patents with 853,638 reactions. The task is: Predict the reaction yield, written as a fraction of the theoretical maximum amount of product (1.0 means a 100% yield; for example, 0.34 means a 34% yield). The reactants are Cl[C:2]1[C:3](=[O:24])[C:4](=[O:23])[C:5]=1[NH:6][C:7]1[CH:12]=[CH:11][CH:10]=[C:9]([C:13]([N:15]2[CH2:20][CH2:19][N:18]([CH3:21])[CH2:17][CH2:16]2)=[O:14])[C:8]=1[OH:22].[Br:25][C:26]1[CH:32]=[CH:31][CH:30]=[CH:29][C:27]=1[NH2:28]. The catalyst is CS(C)=O. The product is [OH:22][C:8]1[C:9]([C:13]([N:15]2[CH2:20][CH2:19][N:18]([CH3:21])[CH2:17][CH2:16]2)=[O:14])=[CH:10][CH:11]=[CH:12][C:7]=1[NH:6][C:5]1[C:4](=[O:23])[C:3](=[O:24])[C:2]=1[NH:28][C:27]1[CH:29]=[CH:30][CH:31]=[CH:32][C:26]=1[Br:25]. The yield is 0.460.